Dataset: Full USPTO retrosynthesis dataset with 1.9M reactions from patents (1976-2016). Task: Predict the reactants needed to synthesize the given product. (1) Given the product [ClH:31].[N+:21]([C:18]1[N:17]=[CH:16][C:15]([NH:14][CH:11]2[CH2:12][CH2:13][NH:8][CH2:9][CH2:10]2)=[CH:20][CH:19]=1)([O-:23])=[O:22].[ClH:31], predict the reactants needed to synthesize it. The reactants are: C(OC([N:8]1[CH2:13][CH2:12][CH:11]([NH:14][C:15]2[CH:16]=[N:17][C:18]([N+:21]([O-:23])=[O:22])=[CH:19][CH:20]=2)[CH2:10][CH2:9]1)=O)(C)(C)C.FC(F)(F)C(O)=O.[ClH:31]. (2) Given the product [OH:20][CH2:21][C:22]([CH3:49])([C:43]1[CH:48]=[CH:47][CH:46]=[CH:45][CH:44]=1)[CH2:23][CH2:24][CH2:25][O:26][CH2:27][CH2:28][CH2:29][C:30]([CH3:31])([C:32]1[CH:37]=[CH:36][CH:35]=[CH:34][CH:33]=1)[CH2:38][OH:39], predict the reactants needed to synthesize it. The reactants are: OCC(C)(C)CCCOCCCC(C)(C)CO.C([O:20][C:21](=O)[C:22]([CH3:49])([C:43]1[CH:48]=[CH:47][CH:46]=[CH:45][CH:44]=1)[CH2:23][CH2:24][CH2:25][O:26][CH2:27][CH2:28][CH2:29][C:30]([C:38](OCC)=[O:39])([C:32]1[CH:37]=[CH:36][CH:35]=[CH:34][CH:33]=1)[CH3:31])C.[H-].[Al+3].[Li+].[H-].[H-].[H-]. (3) Given the product [NH2:15][C:12]1[CH:13]=[CH:14][C:9]([NH:8][C:6]([O:5][C:1]([CH3:4])([CH3:3])[CH3:2])=[O:7])=[C:10]([C:18]#[C:19][C:20]2[CH:21]=[C:22]([NH:26][C:27](=[O:33])[O:28][C:29]([CH3:32])([CH3:31])[CH3:30])[CH:23]=[CH:24][CH:25]=2)[CH:11]=1, predict the reactants needed to synthesize it. The reactants are: [C:1]([O:5][C:6]([NH:8][C:9]1[CH:14]=[CH:13][C:12]([N+:15]([O-])=O)=[CH:11][C:10]=1[C:18]#[C:19][C:20]1[CH:21]=[C:22]([NH:26][C:27](=[O:33])[O:28][C:29]([CH3:32])([CH3:31])[CH3:30])[CH:23]=[CH:24][CH:25]=1)=[O:7])([CH3:4])([CH3:3])[CH3:2].CO.C(O)(=O)C.